This data is from Full USPTO retrosynthesis dataset with 1.9M reactions from patents (1976-2016). The task is: Predict the reactants needed to synthesize the given product. Given the product [CH2:33]1[C@H:28]2[C@@H:27]([CH2:32][CH2:31][CH2:30][CH2:29]2)[CH2:26][CH2:25][N:24]1[C:16]([C:18]1[N:19]=[C:20]([C:5]2[CH:6]=[CH:7][CH:8]=[CH:9][C:4]=2[C:1](=[O:3])[CH3:2])[S:21][CH:22]=1)=[O:17], predict the reactants needed to synthesize it. The reactants are: [C:1]([C:4]1[CH:9]=[CH:8][CH:7]=[CH:6][C:5]=1B(O)O)(=[O:3])[CH3:2].C(O[C:16]([C:18]1[N:19]=[C:20](Br)[S:21][CH:22]=1)=[O:17])C.[NH:24]1[C@H:33]2[C@@H:28]([CH2:29][CH2:30][CH2:31][CH2:32]2)[CH2:27][CH2:26][CH2:25]1.